This data is from Full USPTO retrosynthesis dataset with 1.9M reactions from patents (1976-2016). The task is: Predict the reactants needed to synthesize the given product. (1) Given the product [F:1][CH:2]([F:25])[O:3][C:4]1[CH:5]=[C:6]([NH:10][C:11]([C:13]2[CH:14]=[C:15]3[C:20](=[CH:21][CH:22]=2)[C:19]([Cl:23])=[N:18][NH:17][C:16]3=[O:28])=[O:12])[CH:7]=[CH:8][CH:9]=1, predict the reactants needed to synthesize it. The reactants are: [F:1][CH:2]([F:25])[O:3][C:4]1[CH:5]=[C:6]([NH:10][C:11]([C:13]2[CH:14]=[C:15]3[C:20](=[CH:21][CH:22]=2)[C:19]([Cl:23])=[N:18][N:17]=[C:16]3Cl)=[O:12])[CH:7]=[CH:8][CH:9]=1.[OH-].[Na+].[O:28]1CCOCC1.Cl. (2) Given the product [CH2:1]([N:8]1[C:13](=[O:14])[C:12]([C:21]2[CH:22]=[CH:23][C:18]([Cl:17])=[CH:19][CH:20]=2)=[C:11]([Cl:16])[CH:10]=[N:9]1)[C:2]1[CH:7]=[CH:6][CH:5]=[CH:4][CH:3]=1, predict the reactants needed to synthesize it. The reactants are: [CH2:1]([N:8]1[C:13](=[O:14])[C:12](Cl)=[C:11]([Cl:16])[CH:10]=[N:9]1)[C:2]1[CH:7]=[CH:6][CH:5]=[CH:4][CH:3]=1.[Cl:17][C:18]1[CH:23]=[CH:22][C:21](B(O)O)=[CH:20][CH:19]=1.C([O-])([O-])=O.[Na+].[Na+].O.